From a dataset of Reaction yield outcomes from USPTO patents with 853,638 reactions. Predict the reaction yield, written as a fraction of the theoretical maximum amount of product (1.0 means a 100% yield; for example, 0.34 means a 34% yield). (1) The reactants are [Cl:1][C:2]1[CH:11]=[C:10]([C:12]([O:14]C)=[O:13])[CH:9]=[C:8]([F:16])[C:3]=1[C:4]([O:6][CH3:7])=[O:5].[OH-].[Na+]. The catalyst is O1CCCC1. The product is [Cl:1][C:2]1[CH:11]=[C:10]([CH:9]=[C:8]([F:16])[C:3]=1[C:4]([O:6][CH3:7])=[O:5])[C:12]([OH:14])=[O:13]. The yield is 0.960. (2) The reactants are [CH3:1][N:2]1[C:6](OS(C(F)(F)C(F)(F)C(F)(F)C(F)(F)F)(=O)=O)=[CH:5][C:4]([Br:24])=[N:3]1.[Br-].[CH3:26][C:27]1[CH:28]=[CH:29][C:30]([Zn+])=[N:31][CH:32]=1.O1CCCC1. The catalyst is CN(C)C=O.O.[Pd].C1(P(C2C=CC=CC=2)C2C=CC=CC=2)C=CC=CC=1.C1(P(C2C=CC=CC=2)C2C=CC=CC=2)C=CC=CC=1.C1(P(C2C=CC=CC=2)C2C=CC=CC=2)C=CC=CC=1.C1(P(C2C=CC=CC=2)C2C=CC=CC=2)C=CC=CC=1. The product is [CH3:1][N:2]1[C:6]([C:30]2[CH:29]=[CH:28][C:27]([CH3:26])=[CH:32][N:31]=2)=[CH:5][C:4]([Br:24])=[N:3]1. The yield is 0.410. (3) The reactants are C(=O)([O-])[O-].[K+].[K+].[OH:7][N:8]1[C:12](=[O:13])[C:11]2=[CH:14][CH:15]=[CH:16][CH:17]=[C:10]2[C:9]1=[O:18].Br[CH2:20][C:21]([NH2:23])=[O:22].O. The catalyst is CN(C=O)C. The product is [O:13]=[C:12]1[C:11]2[C:10](=[CH:17][CH:16]=[CH:15][CH:14]=2)[C:9](=[O:18])[N:8]1[O:7][CH2:20][C:21]([NH2:23])=[O:22]. The yield is 0.490.